This data is from Catalyst prediction with 721,799 reactions and 888 catalyst types from USPTO. The task is: Predict which catalyst facilitates the given reaction. (1) Reactant: Cl[C:2]1[N:3]=[C:4]2[C:10](=[CH:11][N:12]=1)[N:9]([CH3:13])[C:8](=[O:14])[CH2:7][CH2:6][N:5]2[CH2:15][C:16]#[CH:17].[NH2:18][C:19]1[CH:34]=[CH:33][C:22]([C:23]([NH:25][CH:26]2[CH2:31][CH2:30][N:29]([CH3:32])[CH2:28][CH2:27]2)=[O:24])=[CH:21][C:20]=1[O:35][CH3:36].O.C1(C)C=CC(S(O)(=O)=O)=CC=1.C(O)(C)C. Product: [CH3:36][O:35][C:20]1[CH:21]=[C:22]([CH:33]=[CH:34][C:19]=1[NH:18][C:2]1[N:3]=[C:4]2[C:10]([N:9]([CH3:13])[C:8](=[O:14])[CH2:7][CH2:6][N:5]2[CH2:15][C:16]#[CH:17])=[CH:11][N:12]=1)[C:23]([NH:25][CH:26]1[CH2:31][CH2:30][N:29]([CH3:32])[CH2:28][CH2:27]1)=[O:24]. The catalyst class is: 5. (2) Reactant: [NH2:1][C:2]1[CH:3]=[C:4]([C:8]([C:10]2[C:14]3[CH:15]=[N:16][CH:17]=[C:18]([F:19])[C:13]=3[N:12]([C:20]([CH3:31])([CH3:30])[CH2:21][O:22][Si:23]([C:26]([CH3:29])([CH3:28])[CH3:27])([CH3:25])[CH3:24])[CH:11]=2)=[O:9])[CH:5]=[N:6][CH:7]=1.[F:32][C:33]([F:44])([F:43])[C:34]1[CH:35]=[N:36][N:37]([CH2:39][C:40](O)=[O:41])[CH:38]=1.CCN(C(C)C)C(C)C.C(P1(=O)OP(CCC)(=O)OP(CCC)(=O)O1)CC. Product: [C:26]([Si:23]([CH3:24])([CH3:25])[O:22][CH2:21][C:20]([N:12]1[C:13]2[C:18]([F:19])=[CH:17][N:16]=[CH:15][C:14]=2[C:10]([C:8]([C:4]2[CH:3]=[C:2]([NH:1][C:40](=[O:41])[CH2:39][N:37]3[CH:38]=[C:34]([C:33]([F:43])([F:32])[F:44])[CH:35]=[N:36]3)[CH:7]=[N:6][CH:5]=2)=[O:9])=[CH:11]1)([CH3:31])[CH3:30])([CH3:29])([CH3:28])[CH3:27]. The catalyst class is: 1. (3) Reactant: OS(O)(=O)=O.[C:6](I)([F:9])([F:8])[F:7].[NH:11]1[CH:15]=[CH:14][CH:13]=[C:12]1[C:16]([OH:18])=[O:17].OO. Product: [F:7][C:6]([F:9])([F:8])[C:15]1[NH:11][C:12]([C:16]([OH:18])=[O:17])=[CH:13][CH:14]=1. The catalyst class is: 58. (4) Product: [CH2:35]([NH:39][C:23]([CH:19]1[CH2:20][C:21](=[O:22])[N:17]([CH:11]2[CH2:12][CH:13]([CH3:16])[CH2:14][CH2:15][CH:10]2[CH:7]([CH3:8])[CH3:9])[CH2:18]1)=[O:25])[CH:36]([CH3:38])[CH3:37]. The catalyst class is: 120. Reactant: C(Cl)(=O)C(Cl)=O.[CH:7]([CH:10]1[CH2:15][CH2:14][CH:13]([CH3:16])[CH2:12][CH:11]1[N:17]1[C:21](=[O:22])[CH2:20][CH:19]([C:23]([OH:25])=O)[CH2:18]1)([CH3:9])[CH3:8].C(N(CC)C(C)C)(C)C.[CH2:35]([NH2:39])[CH:36]([CH3:38])[CH3:37].Cl.